From a dataset of Full USPTO retrosynthesis dataset with 1.9M reactions from patents (1976-2016). Predict the reactants needed to synthesize the given product. Given the product [NH2:9][CH:6]1[C:7](=[O:8])[NH:1][C:2]2[CH:14]=[CH:13][CH:12]=[CH:11][C:3]=2[CH2:4][CH2:5]1, predict the reactants needed to synthesize it. The reactants are: [NH:1]1[C:7](=[O:8])[C:6](=[N:9]O)[CH2:5][CH2:4][C:3]2[CH:11]=[CH:12][CH:13]=[CH:14][C:2]1=2.C(O)(=O)C.[H][H].